From a dataset of Catalyst prediction with 721,799 reactions and 888 catalyst types from USPTO. Predict which catalyst facilitates the given reaction. (1) Reactant: CS(O[CH2:6][CH2:7][C:8]1[N:20]=[C:19]2[N:10]([C:11]([NH:26][CH2:27][C:28]3[CH:33]=[CH:32][C:31]([O:34][CH3:35])=[CH:30][C:29]=3[O:36][CH3:37])=[N:12][C:13]3[C:18]2=[CH:17][CH:16]=[C:15]2[O:21][C:22]([F:25])([F:24])[O:23][C:14]=32)[N:9]=1)(=O)=O.[Cl-].[OH:39][C:40]1([C:46]([F:49])([F:48])[F:47])[CH2:45][CH2:44][CH2:43][NH2+:42][CH2:41]1.[I-].[K+].C(=O)([O-])[O-].[K+].[K+]. Product: [CH3:37][O:36][C:29]1[CH:30]=[C:31]([O:34][CH3:35])[CH:32]=[CH:33][C:28]=1[CH2:27][NH:26][C:11]1[N:10]2[N:9]=[C:8]([CH2:7][CH2:6][N:42]3[CH2:43][CH2:44][CH2:45][C:40]([C:46]([F:49])([F:47])[F:48])([OH:39])[CH2:41]3)[N:20]=[C:19]2[C:18]2[C:13](=[C:14]3[O:23][C:22]([F:24])([F:25])[O:21][C:15]3=[CH:16][CH:17]=2)[N:12]=1. The catalyst class is: 10. (2) Reactant: [F:1][C:2]1[C:7]([O:8][CH3:9])=[CH:6][C:5]([O:10][CH3:11])=[C:4]([F:12])[C:3]=1[N:13]1[CH2:18][C:17]2[CH:19]=[N:20][C:21]3[NH:25][C:24](/[CH:26]=[CH:27]/[C:28]4[CH:33]=[CH:32][CH:31]=[CH:30][N:29]=4)=[CH:23][C:22]=3[C:16]=2[N:15]([CH3:34])[C:14]1=[O:35].[H][H]. Product: [F:1][C:2]1[C:7]([O:8][CH3:9])=[CH:6][C:5]([O:10][CH3:11])=[C:4]([F:12])[C:3]=1[N:13]1[CH2:18][C:17]2[CH:19]=[N:20][C:21]3[NH:25][C:24]([CH2:26][CH2:27][C:28]4[CH:33]=[CH:32][CH:31]=[CH:30][N:29]=4)=[CH:23][C:22]=3[C:16]=2[N:15]([CH3:34])[C:14]1=[O:35]. The catalyst class is: 19. (3) Reactant: [C:1]1(=[O:11])[NH:5][C:4](=[O:6])[C:3]2=[CH:7][CH:8]=[CH:9][CH:10]=[C:2]12.C1(P(C2C=CC=CC=2)C2C=CC=CC=2)C=CC=CC=1.O[CH2:32][CH:33]([NH:37][C:38](=[O:44])[O:39][C:40]([CH3:43])([CH3:42])[CH3:41])[CH:34]([CH3:36])[CH3:35].CC(OC(/N=N/C(OC(C)C)=O)=O)C. Product: [C:40]([O:39][C:38](=[O:44])[NH:37][CH:33]([CH:34]([CH3:36])[CH3:35])[CH2:32][N:5]1[C:1](=[O:11])[C:2]2[C:3](=[CH:7][CH:8]=[CH:9][CH:10]=2)[C:4]1=[O:6])([CH3:42])([CH3:43])[CH3:41]. The catalyst class is: 7. (4) Reactant: Br[C:2]1[CH:3]=[CH:4][C:5]([F:8])=[N:6][CH:7]=1.[Li]CCCC.[CH3:14][C:15]([CH3:17])=[O:16]. Product: [F:8][C:5]1[N:6]=[CH:7][C:2]([C:15]([OH:16])([CH3:17])[CH3:14])=[CH:3][CH:4]=1. The catalyst class is: 28.